Dataset: Forward reaction prediction with 1.9M reactions from USPTO patents (1976-2016). Task: Predict the product of the given reaction. The product is: [F:24][C@H:13]1[C@@H:14]([OH:20])[C@H:15]([OH:16])[C@@H:10]([CH2:9][OH:8])[O:11][C@@H:12]1[O:25][C:26]1[CH:31]=[CH:30][C:29]([C:32]2[CH:33]=[C:34]([CH:35]=[CH:36][CH:37]=2)[C:38]([NH:39][CH3:40])=[O:41])=[CH:28][C:27]=1[CH3:42]. Given the reactants C([O-])(=O)C.C([O:8][CH2:9][C@@H:10]1[C@@H:15]([O:16]C(=O)C)[C@H:14]([O:20]C(=O)C)[C@H:13]([F:24])[C@@H:12]([O:25][C:26]2[CH:31]=[CH:30][C:29]([C:32]3[CH:37]=[CH:36][CH:35]=[C:34]([C:38](=[O:41])[NH:39][CH3:40])[CH:33]=3)=[CH:28][C:27]=2[CH3:42])[O:11]1)(=O)C, predict the reaction product.